Dataset: NCI-60 drug combinations with 297,098 pairs across 59 cell lines. Task: Regression. Given two drug SMILES strings and cell line genomic features, predict the synergy score measuring deviation from expected non-interaction effect. (1) Drug 1: CC1=C(C=C(C=C1)C(=O)NC2=CC(=CC(=C2)C(F)(F)F)N3C=C(N=C3)C)NC4=NC=CC(=N4)C5=CN=CC=C5. Drug 2: CC12CCC3C(C1CCC2OP(=O)(O)O)CCC4=C3C=CC(=C4)OC(=O)N(CCCl)CCCl.[Na+]. Cell line: SF-539. Synergy scores: CSS=0.768, Synergy_ZIP=-2.87, Synergy_Bliss=-4.68, Synergy_Loewe=-4.96, Synergy_HSA=-4.04. (2) Drug 1: C1=CC=C(C(=C1)C(C2=CC=C(C=C2)Cl)C(Cl)Cl)Cl. Drug 2: CN1C2=C(C=C(C=C2)N(CCCl)CCCl)N=C1CCCC(=O)O.Cl. Cell line: HCT-15. Synergy scores: CSS=-1.16, Synergy_ZIP=1.99, Synergy_Bliss=5.04, Synergy_Loewe=-0.402, Synergy_HSA=-1.25. (3) Drug 2: C1C(C(OC1N2C=NC(=NC2=O)N)CO)O. Drug 1: CC1=CC=C(C=C1)C2=CC(=NN2C3=CC=C(C=C3)S(=O)(=O)N)C(F)(F)F. Cell line: NCI-H460. Synergy scores: CSS=2.72, Synergy_ZIP=-1.39, Synergy_Bliss=1.04, Synergy_Loewe=-7.51, Synergy_HSA=-0.456. (4) Synergy scores: CSS=5.71, Synergy_ZIP=-1.32, Synergy_Bliss=-0.129, Synergy_Loewe=-0.484, Synergy_HSA=-0.483. Drug 2: CC(C)(C#N)C1=CC(=CC(=C1)CN2C=NC=N2)C(C)(C)C#N. Drug 1: CS(=O)(=O)C1=CC(=C(C=C1)C(=O)NC2=CC(=C(C=C2)Cl)C3=CC=CC=N3)Cl. Cell line: NCIH23. (5) Drug 1: CC1=C2C(C(=O)C3(C(CC4C(C3C(C(C2(C)C)(CC1OC(=O)C(C(C5=CC=CC=C5)NC(=O)C6=CC=CC=C6)O)O)OC(=O)C7=CC=CC=C7)(CO4)OC(=O)C)O)C)OC(=O)C. Drug 2: CC1CCCC2(C(O2)CC(NC(=O)CC(C(C(=O)C(C1O)C)(C)C)O)C(=CC3=CSC(=N3)C)C)C. Cell line: HCT116. Synergy scores: CSS=84.7, Synergy_ZIP=2.42, Synergy_Bliss=0.850, Synergy_Loewe=1.10, Synergy_HSA=3.74.